Task: Predict the reactants needed to synthesize the given product.. Dataset: Full USPTO retrosynthesis dataset with 1.9M reactions from patents (1976-2016) Given the product [CH3:8][C:7]1[N:6]([C:9]2[CH:10]=[C:11]([C:23]3[CH:24]=[CH:25][CH:26]=[CH:27][C:22]=3[O:21][C:20]([F:19])([F:32])[F:31])[CH:12]=[CH:13][CH:14]=2)[N:5]=[C:4]([C:16]([NH2:18])=[O:17])[CH:3]=1, predict the reactants needed to synthesize it. The reactants are: C([C:3]1[C:4]([C:16]([NH2:18])=[O:17])=[N:5][N:6]([C:9]2[CH:14]=[CH:13][CH:12]=[C:11](Br)[CH:10]=2)[C:7]=1[CH3:8])C.[F:19][C:20]([F:32])([F:31])[O:21][C:22]1[CH:27]=[CH:26][CH:25]=[CH:24][C:23]=1B(O)O.C(=O)([O-])[O-].[Na+].[Na+].